Dataset: Catalyst prediction with 721,799 reactions and 888 catalyst types from USPTO. Task: Predict which catalyst facilitates the given reaction. (1) Reactant: C[O:2][C:3](=[O:21])[CH2:4][N:5]([S:11]([C:14]1[CH:19]=[CH:18][C:17]([F:20])=[CH:16][CH:15]=1)(=[O:13])=[O:12])[CH2:6][CH:7]1[CH2:10][O:9][CH2:8]1.[OH-].[K+]. Product: [F:20][C:17]1[CH:18]=[CH:19][C:14]([S:11]([N:5]([CH2:4][C:3]([OH:21])=[O:2])[CH2:6][CH:7]2[CH2:8][O:9][CH2:10]2)(=[O:12])=[O:13])=[CH:15][CH:16]=1. The catalyst class is: 38. (2) Reactant: [Cl:1][C:2]1[N:7]=[C:6](Cl)[C:5]([CH2:9][NH:10][C:11]2[CH:12]=[C:13]([CH:20]=[C:21]([O:23][CH3:24])[CH:22]=2)[C:14]([NH:16][O:17][CH2:18][CH3:19])=[O:15])=[CH:4][N:3]=1.[CH2:25]([NH2:27])[CH3:26]. Product: [Cl:1][C:2]1[N:7]=[C:6]([NH:27][CH2:25][CH3:26])[C:5]([CH2:9][NH:10][C:11]2[CH:12]=[C:13]([CH:20]=[C:21]([O:23][CH3:24])[CH:22]=2)[C:14]([NH:16][O:17][CH2:18][CH3:19])=[O:15])=[CH:4][N:3]=1. The catalyst class is: 1. (3) Reactant: [C:1]1([C:7]2[N:8]=[CH:9][C:10]([N:19]3[CH2:23][CH2:22][CH2:21][CH:20]3[CH2:24][CH2:25][CH2:26][CH2:27][O:28]C3CCCCO3)=[N:11][C:12]=2[C:13]2[CH:18]=[CH:17][CH:16]=[CH:15][CH:14]=2)[CH:6]=[CH:5][CH:4]=[CH:3][CH:2]=1.O.C1(C)C=CC(S(O)(=O)=O)=CC=1.C(=O)([O-])O.[Na+]. Product: [C:1]1([C:7]2[N:8]=[CH:9][C:10]([N:19]3[CH2:23][CH2:22][CH2:21][CH:20]3[CH2:24][CH2:25][CH2:26][CH2:27][OH:28])=[N:11][C:12]=2[C:13]2[CH:18]=[CH:17][CH:16]=[CH:15][CH:14]=2)[CH:2]=[CH:3][CH:4]=[CH:5][CH:6]=1. The catalyst class is: 5. (4) Reactant: [CH2:1]([O:8][C:9]([CH3:40])([C:36]([F:39])([F:38])[F:37])[C:10]([NH:12][NH:13][C:14]([C:16]1[C:21]([NH:22][C:23](=[O:29])[O:24][C:25]([CH3:28])([CH3:27])[CH3:26])=[CH:20][C:19]([C:30]([F:33])([F:32])[F:31])=[C:18]([O:34][CH3:35])[N:17]=1)=[O:15])=O)[C:2]1[CH:7]=[CH:6][CH:5]=[CH:4][CH:3]=1.CC[N+](S(N=C(OC)[O-])(=O)=O)(CC)CC. Product: [CH2:1]([O:8][C:9]([C:10]1[O:15][C:14]([C:16]2[C:21]([NH:22][C:23](=[O:29])[O:24][C:25]([CH3:27])([CH3:28])[CH3:26])=[CH:20][C:19]([C:30]([F:33])([F:31])[F:32])=[C:18]([O:34][CH3:35])[N:17]=2)=[N:13][N:12]=1)([CH3:40])[C:36]([F:37])([F:38])[F:39])[C:2]1[CH:3]=[CH:4][CH:5]=[CH:6][CH:7]=1. The catalyst class is: 49. (5) Reactant: [NH2:1][CH2:2][CH2:3][O:4][C:5]1[C:10]([CH3:11])=[CH:9][C:8]([C:12]2[NH:21][C:20](=[O:22])[C:19]3[C:14](=[CH:15][C:16]([O:25][CH3:26])=[CH:17][C:18]=3[O:23][CH3:24])[N:13]=2)=[CH:7][C:6]=1[CH3:27].Br[C:29]#[N:30].C([O-])(O)=O.[Na+]. Product: [CH3:24][O:23][C:18]1[CH:17]=[C:16]([O:25][CH3:26])[CH:15]=[C:14]2[C:19]=1[C:20](=[O:22])[NH:21][C:12]([C:8]1[CH:9]=[C:10]([CH3:11])[C:5]([O:4][CH2:3][CH2:2][NH:1][C:29]#[N:30])=[C:6]([CH3:27])[CH:7]=1)=[N:13]2. The catalyst class is: 5. (6) The catalyst class is: 175. Reactant: FC(F)(F)C(O)=O.[Br:8][C:9]1[CH:14]=[C:13]([CH3:15])[C:12]([CH:16]([S:26]CC2C=CC(OC)=CC=2)[C:17]2[C:22]([F:23])=[CH:21][CH:20]=[C:19]([F:24])[C:18]=2[F:25])=[CH:11][N:10]=1. Product: [Br:8][C:9]1[N:10]=[CH:11][C:12]([CH:16]([C:17]2[C:22]([F:23])=[CH:21][CH:20]=[C:19]([F:24])[C:18]=2[F:25])[SH:26])=[C:13]([CH3:15])[CH:14]=1. (7) Reactant: [Br:1][C:2]1[CH:3]=[C:4]2[C:9](=[CH:10][CH:11]=1)[O:8][CH:7]([CH:12]1[CH2:17][CH2:16][CH2:15][O:14][CH2:13]1)[CH2:6][C:5]2=O.C[Si]([N:23]=[C:24]=[N:25][Si](C)(C)C)(C)C. Product: [Br:1][C:2]1[CH:3]=[C:4]2[C:9](=[CH:10][CH:11]=1)[O:8][CH:7]([CH:12]1[CH2:17][CH2:16][CH2:15][O:14][CH2:13]1)[CH2:6]/[C:5]/2=[N:25]\[C:24]#[N:23]. The catalyst class is: 388.